From a dataset of Peptide-MHC class I binding affinity with 185,985 pairs from IEDB/IMGT. Regression. Given a peptide amino acid sequence and an MHC pseudo amino acid sequence, predict their binding affinity value. This is MHC class I binding data. (1) The peptide sequence is ISSGETRSF. The MHC is HLA-A29:02 with pseudo-sequence HLA-A29:02. The binding affinity (normalized) is 0.0847. (2) The peptide sequence is KEEESEGAIW. The MHC is HLA-B44:03 with pseudo-sequence HLA-B44:03. The binding affinity (normalized) is 0.583. (3) The peptide sequence is ALLTGSYTI. The MHC is HLA-A02:01 with pseudo-sequence HLA-A02:01. The binding affinity (normalized) is 1.00. (4) The peptide sequence is RRMGGLRKY. The MHC is HLA-B27:05 with pseudo-sequence HLA-B27:05. The binding affinity (normalized) is 0.765. (5) The peptide sequence is SVTKSSSWK. The MHC is HLA-A68:01 with pseudo-sequence HLA-A68:01. The binding affinity (normalized) is 0.656. (6) The peptide sequence is FRKANPDVTL. The MHC is Mamu-B08 with pseudo-sequence Mamu-B08. The binding affinity (normalized) is 0.495. (7) The MHC is HLA-A03:01 with pseudo-sequence HLA-A03:01. The binding affinity (normalized) is 0.0847. The peptide sequence is ILFDRLPIA. (8) The binding affinity (normalized) is 0.397. The peptide sequence is FLWEWASAR. The MHC is HLA-A02:02 with pseudo-sequence HLA-A02:02. (9) The peptide sequence is KTNDFAPAW. The MHC is HLA-A02:16 with pseudo-sequence HLA-A02:16. The binding affinity (normalized) is 0.0847.